Dataset: Catalyst prediction with 721,799 reactions and 888 catalyst types from USPTO. Task: Predict which catalyst facilitates the given reaction. (1) Reactant: [CH3:1][NH2:2].[N+:3]([C:6]1[CH:7]=[C:8]([CH:12]=[CH:13][CH:14]=1)[C:9](Cl)=[O:10])([O-:5])=[O:4]. The catalyst class is: 396. Product: [CH3:1][NH:2][C:9](=[O:10])[C:8]1[CH:12]=[CH:13][CH:14]=[C:6]([N+:3]([O-:5])=[O:4])[CH:7]=1. (2) Reactant: [OH:1][CH2:2][C@@H:3]([NH:8][S:9]([C:12]1[S:13][C:14]([Sn](C)(C)C)=[CH:15][CH:16]=1)(=[O:11])=[O:10])[C@@H:4]([CH3:7])[CH2:5][CH3:6].[B-](F)(F)(F)[F:22].[B-](F)(F)(F)F.C1[N+]2(CCl)CC[N+](F)(CC2)C1.CCOC(C)=O.CCCCCC. Product: [F:22][C:14]1[S:13][C:12]([S:9]([NH:8][C@H:3]([CH2:2][OH:1])[C@@H:4]([CH3:7])[CH2:5][CH3:6])(=[O:11])=[O:10])=[CH:16][CH:15]=1. The catalyst class is: 10. (3) Reactant: [CH:1]1([C:7]2[C:15]3[C:10](=[CH:11][C:12]([C:16]([O:18][CH3:19])=[O:17])=[CH:13][CH:14]=3)[NH:9][C:8]=2[C:20]2[CH:25]=[CH:24][CH:23]=[C:22]([N+:26]([O-:28])=[O:27])[C:21]=2[O:29][CH2:30][CH2:31]OS(C)(=O)=O)[CH2:6][CH2:5][CH2:4][CH2:3][CH2:2]1.C(=O)([O-])[O-].[K+].[K+].O. Product: [CH:1]1([C:7]2[C:15]3[CH:14]=[CH:13][C:12]([C:16]([O:18][CH3:19])=[O:17])=[CH:11][C:10]=3[N:9]3[C:8]=2[C:20]2[CH:25]=[CH:24][CH:23]=[C:22]([N+:26]([O-:28])=[O:27])[C:21]=2[O:29][CH2:30][CH2:31]3)[CH2:2][CH2:3][CH2:4][CH2:5][CH2:6]1. The catalyst class is: 9. (4) Reactant: [NH2:1][C:2]1[C:11]2[C:6](=[N:7][CH:8]=[CH:9][CH:10]=2)[N:5]([O:12]CC2C=CC=CC=2)[C:4](=[O:20])[CH:3]=1. Product: [NH2:1][C:2]1[C:11]2[C:6](=[N:7][CH:8]=[CH:9][CH:10]=2)[N:5]([OH:12])[C:4](=[O:20])[CH:3]=1. The catalyst class is: 201. (5) Reactant: O[CH2:2][CH2:3][N:4]1[CH2:9][CH2:8][N:7]([C:10]([O:12][C:13]([CH3:16])([CH3:15])[CH3:14])=[O:11])[CH2:6][CH2:5]1.S(Cl)([Cl:19])=O. Product: [Cl:19][CH2:2][CH2:3][N:4]1[CH2:9][CH2:8][N:7]([C:10]([O:12][C:13]([CH3:16])([CH3:15])[CH3:14])=[O:11])[CH2:6][CH2:5]1. The catalyst class is: 4. (6) Product: [CH3:1][O:2][C:3]([C:5]1([C:9]2[CH:14]=[CH:13][C:12]([NH:15][C:16]3[C:21]4[CH2:22][CH2:23][CH2:24][C:20]=4[N:19]=[C:18]([N:26]4[CH2:30][CH2:29][CH2:28][C:27]4=[O:31])[N:17]=3)=[CH:11][CH:10]=2)[CH2:8][CH2:7][CH2:6]1)=[O:4]. The catalyst class is: 102. Reactant: [CH3:1][O:2][C:3]([C:5]1([C:9]2[CH:14]=[CH:13][C:12]([NH:15][C:16]3[C:21]4[CH2:22][CH2:23][CH2:24][C:20]=4[N:19]=[C:18](Cl)[N:17]=3)=[CH:11][CH:10]=2)[CH2:8][CH2:7][CH2:6]1)=[O:4].[NH:26]1[CH2:30][CH2:29][CH2:28][C:27]1=[O:31].C(=O)([O-])[O-].[Cs+].[Cs+]. (7) Reactant: [C:1]1([C:7]2[C:16]3[C:11](=[C:12]([C:17]([F:20])([F:19])[F:18])[CH:13]=[CH:14][CH:15]=3)[N:10]=[CH:9][C:8]=2[C:21]([OH:23])=O)[CH:6]=[CH:5][CH:4]=[CH:3][CH:2]=1.[NH2:24][C:25]1[CH:30]=[CH:29][C:28]([CH3:31])=[CH:27][CH:26]=1.CCN=C=NCCCN(C)C.Cl.Cl. Product: [CH3:31][C:28]1[CH:29]=[CH:30][C:25]([NH:24][C:21]([C:8]2[CH:9]=[N:10][C:11]3[C:16]([C:7]=2[C:1]2[CH:2]=[CH:3][CH:4]=[CH:5][CH:6]=2)=[CH:15][CH:14]=[CH:13][C:12]=3[C:17]([F:18])([F:19])[F:20])=[O:23])=[CH:26][CH:27]=1. The catalyst class is: 864. (8) Reactant: [F:1][C:2]([F:17])([F:16])[C:3]([N:5]1[CH2:11][CH2:10][C:9]2[CH:12]=[CH:13][CH:14]=[CH:15][C:8]=2[CH2:7][CH2:6]1)=[O:4].Cl[Sn](Cl)(Cl)Cl.[Cl:23][CH2:24]OC. Product: [Cl:23][CH2:24][C:14]1[CH:13]=[CH:12][C:9]2[CH2:10][CH2:11][N:5]([C:3](=[O:4])[C:2]([F:1])([F:16])[F:17])[CH2:6][CH2:7][C:8]=2[CH:15]=1. The catalyst class is: 2. (9) Reactant: [CH3:1][O:2][C:3]1[CH:4]=[C:5]([CH:15]=[C:16]([O:20][CH3:21])[C:17]=1[O:18][CH3:19])[O:6][CH2:7][CH2:8][CH2:9][C:10]([O:12]CC)=[O:11].Cl. Product: [CH3:1][O:2][C:3]1[CH:4]=[C:5]([CH:15]=[C:16]([O:20][CH3:21])[C:17]=1[O:18][CH3:19])[O:6][CH2:7][CH2:8][CH2:9][C:10]([OH:12])=[O:11]. The catalyst class is: 494. (10) Reactant: [CH3:1][C:2]1[C:3]([C:31]2[CH:36]=[CH:35][C:34]([F:37])=[CH:33][CH:32]=2)=[C:4]([CH3:30])[CH:5]=[C:6]([CH2:8][N:9]2[CH2:29][CH2:28][C:12]3([O:16][C:15](=[O:17])[N:14]([C:18]4[CH:27]=[CH:26][C:21]([C:22]([O:24]C)=[O:23])=[CH:20][CH:19]=4)[CH2:13]3)[CH2:11][CH2:10]2)[CH:7]=1.[OH-].[K+].C(O)(=O)C. Product: [CH3:1][C:2]1[C:3]([C:31]2[CH:36]=[CH:35][C:34]([F:37])=[CH:33][CH:32]=2)=[C:4]([CH3:30])[CH:5]=[C:6]([CH2:8][N:9]2[CH2:29][CH2:28][C:12]3([O:16][C:15](=[O:17])[N:14]([C:18]4[CH:27]=[CH:26][C:21]([C:22]([OH:24])=[O:23])=[CH:20][CH:19]=4)[CH2:13]3)[CH2:11][CH2:10]2)[CH:7]=1. The catalyst class is: 8.